This data is from Choline transporter screen with 302,306 compounds. The task is: Binary Classification. Given a drug SMILES string, predict its activity (active/inactive) in a high-throughput screening assay against a specified biological target. (1) The molecule is Clc1c(c2noc(c2COC(=O)c2c([N+]([O-])=O)cc(Cl)cc2)C)c(Cl)ccc1. The result is 0 (inactive). (2) The molecule is O(c1cc2c(n(CCCN3C(=O)c4c(C3=O)cccc4)c3nc4c(nc23)cccc4)cc1)C. The result is 0 (inactive).